From a dataset of Catalyst prediction with 721,799 reactions and 888 catalyst types from USPTO. Predict which catalyst facilitates the given reaction. (1) Reactant: [SH:1][CH2:2][CH2:3][C:4]([OH:6])=[O:5].Br[CH2:8][C:9]([C:11]1[C:21]([Cl:22])=[CH:20][C:14]2[N:15]([CH3:19])[C:16](=[O:18])[S:17][C:13]=2[CH:12]=1)=[O:10].C(=O)([O-])[O-].[K+].[K+]. Product: [Cl:22][C:21]1[C:11]([C:9](=[O:10])[CH2:8][S:1][CH2:2][CH2:3][C:4]([OH:6])=[O:5])=[CH:12][C:13]2[S:17][C:16](=[O:18])[N:15]([CH3:19])[C:14]=2[CH:20]=1. The catalyst class is: 3. (2) Reactant: C1(O[C:8](=[O:40])[NH:9][C:10]2[CH:15]=[C:14]([O:16][C:17]3[CH:22]=[CH:21][C:20]([NH:23][C:24]([C:26]4([C:29](=[O:38])[NH:30][C:31]5[CH:36]=[CH:35][C:34]([F:37])=[CH:33][CH:32]=5)[CH2:28][CH2:27]4)=[O:25])=[CH:19][C:18]=3[F:39])[N:13]=[CH:12][N:11]=2)C=CC=CC=1.[NH:41]1[CH2:46][CH2:45][O:44][CH2:43][CH2:42]1. Product: [F:39][C:18]1[CH:19]=[C:20]([NH:23][C:24]([C:26]2([C:29]([NH:30][C:31]3[CH:36]=[CH:35][C:34]([F:37])=[CH:33][CH:32]=3)=[O:38])[CH2:27][CH2:28]2)=[O:25])[CH:21]=[CH:22][C:17]=1[O:16][C:14]1[CH:15]=[C:10]([NH:9][C:8]([N:41]2[CH2:46][CH2:45][O:44][CH2:43][CH2:42]2)=[O:40])[N:11]=[CH:12][N:13]=1. The catalyst class is: 9. (3) Reactant: CO[C:3](=[O:24])[C:4]1[CH:9]=[CH:8][C:7]([O:10][CH2:11][C:12]2[C:13]([C:18]3[CH:23]=[CH:22][CH:21]=[CH:20][CH:19]=3)=[N:14][O:15][C:16]=2[CH3:17])=[N:6][CH:5]=1.[NH2:25][CH2:26][CH2:27][CH2:28][CH2:29][OH:30].N12CCCNC1=NCCC2.C(=O)(O)[O-].[Na+]. Product: [OH:30][CH2:29][CH2:28][CH2:27][CH2:26][NH:25][C:3](=[O:24])[C:4]1[CH:9]=[CH:8][C:7]([O:10][CH2:11][C:12]2[C:13]([C:18]3[CH:19]=[CH:20][CH:21]=[CH:22][CH:23]=3)=[N:14][O:15][C:16]=2[CH3:17])=[N:6][CH:5]=1. The catalyst class is: 11.